The task is: Predict the reactants needed to synthesize the given product.. This data is from Full USPTO retrosynthesis dataset with 1.9M reactions from patents (1976-2016). (1) The reactants are: [Cl:1][C:2]1[CH:3]=[C:4]([C:8]2[O:12][N:11]=[C:10]([CH:13]([OH:15])[CH3:14])[CH:9]=2)[CH:5]=[CH:6][CH:7]=1.C(N(CC)CC)C.[CH3:23][S:24](Cl)(=[O:26])=[O:25]. Given the product [Cl:1][C:2]1[CH:3]=[C:4]([C:8]2[O:12][N:11]=[C:10]([CH:13]([O:15][S:24]([CH3:23])(=[O:26])=[O:25])[CH3:14])[CH:9]=2)[CH:5]=[CH:6][CH:7]=1, predict the reactants needed to synthesize it. (2) Given the product [CH:39]1([NH:38][C:36](=[O:37])[NH:35][C:32]2[CH:33]=[CH:34][C:29]([O:28][C:25]3[CH:24]=[CH:23][N:22]=[C:21]4[CH:20]=[C:19]([C:16]5[N:15]=[CH:14][C:13]([CH2:12][N:5]([CH:3]6[CH2:2][N:1]([C:46](=[O:47])[NH:45][CH2:43][CH3:44])[CH2:4]6)[CH2:6][C:7]([O:9][CH2:10][CH3:11])=[O:8])=[CH:18][CH:17]=5)[S:27][C:26]=34)=[C:30]([F:42])[CH:31]=2)[CH2:40][CH2:41]1, predict the reactants needed to synthesize it. The reactants are: [NH:1]1[CH2:4][CH:3]([N:5]([CH2:12][C:13]2[CH:14]=[N:15][C:16]([C:19]3[S:27][C:26]4[C:21](=[N:22][CH:23]=[CH:24][C:25]=4[O:28][C:29]4[CH:34]=[CH:33][C:32]([NH:35][C:36]([NH:38][CH:39]5[CH2:41][CH2:40]5)=[O:37])=[CH:31][C:30]=4[F:42])[CH:20]=3)=[CH:17][CH:18]=2)[CH2:6][C:7]([O:9][CH2:10][CH3:11])=[O:8])[CH2:2]1.[CH2:43]([N:45]=[C:46]=[O:47])[CH3:44]. (3) Given the product [CH2:27]([N:8]([CH2:1][C:2]1[CH:3]=[CH:4][CH:5]=[CH:6][CH:7]=1)[CH2:9][C@H:10]([O:25][CH3:26])[CH2:11][N:12]1[CH2:13][CH2:14][N:15]([CH3:18])[CH2:16][CH2:17]1)[C:28]1[CH:33]=[CH:32][CH:31]=[CH:30][CH:29]=1, predict the reactants needed to synthesize it. The reactants are: [CH2:1]([N:8]([CH2:27][C:28]1[CH:33]=[CH:32][CH:31]=[CH:30][CH:29]=1)[CH2:9][C@H:10]([O:25][CH3:26])[CH2:11][N:12]1[CH2:17][CH2:16][N:15]([C:18](OC(C)(C)C)=O)[CH2:14][CH2:13]1)[C:2]1[CH:7]=[CH:6][CH:5]=[CH:4][CH:3]=1.Cl.C=O.C(O[BH-](OC(=O)C)OC(=O)C)(=O)C.[Na+].N. (4) Given the product [Br:5][C:6]1[CH:11]=[CH:10][C:9]([NH:12][C:13]2[C:21]([CH:22]([OH:23])[CH:1]=[CH2:2])=[C:20]3[N:16]([CH2:17][CH2:18][CH2:19]3)[C:15](=[O:24])[C:14]=2[F:25])=[C:8]([F:26])[CH:7]=1, predict the reactants needed to synthesize it. The reactants are: [CH:1]([Mg]Br)=[CH2:2].[Br:5][C:6]1[CH:11]=[CH:10][C:9]([NH:12][C:13]2[C:21]([CH:22]=[O:23])=[C:20]3[N:16]([CH2:17][CH2:18][CH2:19]3)[C:15](=[O:24])[C:14]=2[F:25])=[C:8]([F:26])[CH:7]=1. (5) Given the product [NH:3]1[C:7]2[CH:8]=[CH:9][CH:10]=[CH:11][C:6]=2[N:5]=[C:4]1[CH:12]([NH:22][C:39]([NH:38][C:32]1[CH:37]=[CH:36][CH:35]=[CH:34][CH:33]=1)=[O:40])[CH2:13][C:14]1[CH:19]=[CH:18][C:17]([O:20][CH3:21])=[CH:16][CH:15]=1, predict the reactants needed to synthesize it. The reactants are: N#N.[NH:3]1[C:7]2[CH:8]=[CH:9][CH:10]=[CH:11][C:6]=2[N:5]=[C:4]1[CH:12]([NH2:22])[CH2:13][C:14]1[CH:19]=[CH:18][C:17]([O:20][CH3:21])=[CH:16][CH:15]=1.CCN(C(C)C)C(C)C.[C:32]1([N:38]=[C:39]=[O:40])[CH:37]=[CH:36][CH:35]=[CH:34][CH:33]=1. (6) Given the product [F:28][C:3]([F:2])([F:27])[O:4][C:5]1[CH:10]=[CH:9][C:8]([C:11]2[CH:16]=[CH:15][CH:14]=[C:13]([C@H:17]3[CH2:21][C:20]4([CH2:22][CH2:23][N:24]([C:35]([O:37][C:38]5[CH:39]=[CH:40][C:41]([N+:44]([O-:46])=[O:45])=[CH:42][CH:43]=5)=[O:36])[CH2:25][CH2:26]4)[O:19][CH2:18]3)[CH:12]=2)=[CH:7][CH:6]=1, predict the reactants needed to synthesize it. The reactants are: Cl.[F:2][C:3]([F:28])([F:27])[O:4][C:5]1[CH:10]=[CH:9][C:8]([C:11]2[CH:16]=[CH:15][CH:14]=[C:13]([C@H:17]3[CH2:21][C:20]4([CH2:26][CH2:25][NH:24][CH2:23][CH2:22]4)[O:19][CH2:18]3)[CH:12]=2)=[CH:7][CH:6]=1.C(=O)(O)[O-].[Na+].Cl[C:35]([O:37][C:38]1[CH:43]=[CH:42][C:41]([N+:44]([O-:46])=[O:45])=[CH:40][CH:39]=1)=[O:36]. (7) Given the product [I:26][C:2]1[CH:3]=[CH:4][C:5]([C:12]2[CH:17]=[CH:16][C:15]([O:18][Si:19]([C:22]([CH3:25])([CH3:24])[CH3:23])([CH3:21])[CH3:20])=[CH:14][CH:13]=2)=[C:6]2[C:10]=1[C:9](=[O:11])[NH:8][CH2:7]2, predict the reactants needed to synthesize it. The reactants are: N[C:2]1[CH:3]=[CH:4][C:5]([C:12]2[CH:17]=[CH:16][C:15]([O:18][Si:19]([C:22]([CH3:25])([CH3:24])[CH3:23])([CH3:21])[CH3:20])=[CH:14][CH:13]=2)=[C:6]2[C:10]=1[C:9](=[O:11])[NH:8][CH2:7]2.[I-:26].[K+].II.[N+]([O-])(OC(C)(C)C)=O.